This data is from Full USPTO retrosynthesis dataset with 1.9M reactions from patents (1976-2016). The task is: Predict the reactants needed to synthesize the given product. (1) Given the product [Br:10][C:11]1[C:18]([CH3:19])=[CH:17][CH:16]=[CH:15][C:12]=1[C:13]([C:2]1[CH:7]=[CH:6][N:5]=[C:4]([S:8][CH3:9])[N:3]=1)=[O:14], predict the reactants needed to synthesize it. The reactants are: Cl[C:2]1[CH:7]=[CH:6][N:5]=[C:4]([S:8][CH3:9])[N:3]=1.[Br:10][C:11]1[C:18]([CH3:19])=[CH:17][CH:16]=[CH:15][C:12]=1[CH:13]=[O:14].[I-].CN1C=C[N+](C)=C1.[H-].[Na+]. (2) Given the product [Cl:13][C:14]1[C:23]2[C:18](=[CH:19][C:20]([O:11][CH2:10][CH2:9][CH2:8][N:5]3[CH2:6][CH2:7][S:2](=[O:1])(=[O:12])[CH2:3][CH2:4]3)=[C:21]([C:24]#[N:25])[CH:22]=2)[N:17]=[CH:16][CH:15]=1, predict the reactants needed to synthesize it. The reactants are: [O:1]=[S:2]1(=[O:12])[CH2:7][CH2:6][N:5]([CH2:8][CH2:9][CH2:10][OH:11])[CH2:4][CH2:3]1.[Cl:13][C:14]1[C:23]2[C:18](=[CH:19][C:20](O)=[C:21]([C:24]#[N:25])[CH:22]=2)[N:17]=[CH:16][CH:15]=1.C1(P(C2C=CC=CC=2)C2C=CC=CC=2)C=CC=CC=1.N(C(OCC)=O)=NC(OCC)=O.